Dataset: Full USPTO retrosynthesis dataset with 1.9M reactions from patents (1976-2016). Task: Predict the reactants needed to synthesize the given product. (1) The reactants are: [NH2:1][C:2]1[O:6][N:5]=[C:4]([C:7]([CH3:11])([CH3:10])[C:8]#[N:9])[CH:3]=1.C(C1C=C(N[C:21](=[O:29])[O:22][C:23]2[CH:28]=[CH:27][CH:26]=[CH:25][CH:24]=2)ON=1)(C)C. Given the product [C:8]([C:7]([C:4]1[CH:3]=[C:2]([NH:1][C:21](=[O:29])[O:22][C:23]2[CH:28]=[CH:27][CH:26]=[CH:25][CH:24]=2)[O:6][N:5]=1)([CH3:11])[CH3:10])#[N:9], predict the reactants needed to synthesize it. (2) Given the product [Cl:8][C:4]1[CH:5]=[CH:6][CH:7]=[C:2]([Cl:1])[C:3]=1[C:9]1[C:10]2[O:21][C@@H:18]([CH2:20][OH:19])[CH2:17][O:16][C:11]=2[CH:12]=[C:13]([F:15])[CH:14]=1, predict the reactants needed to synthesize it. The reactants are: [Cl:1][C:2]1[CH:7]=[CH:6][CH:5]=[C:4]([Cl:8])[C:3]=1[C:9]1[CH:14]=[C:13]([F:15])[CH:12]=[C:11]([O:16][CH2:17][C@H:18]2[CH2:20][O:19]2)[C:10]=1[O:21]C.Br. (3) Given the product [NH2:25][C:23]1[CH2:22][CH2:21][CH2:20][CH2:19][CH:18]([CH2:17][CH2:16][C:14]2[NH:13][C:10]3=[N:11][CH:12]=[C:7]([C:1]4[CH:2]=[CH:3][C:4]([S:28]([N:27]([CH3:26])[CH2:56][CH:57]5[CH2:61][CH2:60][CH2:59][O:58]5)(=[O:29])=[O:30])=[CH:5][CH:6]=4)[CH:8]=[C:9]3[N:15]=2)[N:24]=1, predict the reactants needed to synthesize it. The reactants are: [C:1]1([C:7]2[CH:8]=[C:9]3[N:15]=[C:14]([CH2:16][CH2:17][CH:18]4[N:24]=[C:23]([NH2:25])[CH2:22][CH2:21][CH2:20][CH2:19]4)[NH:13][C:10]3=[N:11][CH:12]=2)[CH:6]=[CH:5][CH:4]=[CH:3][CH:2]=1.[CH3:26][N:27]([CH2:56][CH:57]1[CH2:61][CH2:60][CH2:59][O:58]1)[S:28](C1C=CC(C2C=C3N=C(CCC4CCCCC(=S)N4)NC3=NC=2)=CC=1)(=[O:30])=[O:29].N. (4) Given the product [CH3:12][C:13]1[S:14][CH:15]=[C:16]([C:18]([NH:20][C:21]2[CH:29]=[C:28]([C:2]3[CH:10]=[CH:9][CH:8]=[C:7]4[C:3]=3[CH2:4][C:5](=[O:47])[NH:6]4)[CH:27]=[C:26]3[C:22]=2[CH:23]=[N:24][NH:25]3)=[O:19])[N:17]=1, predict the reactants needed to synthesize it. The reactants are: Br[C:2]1[CH:10]=[CH:9][CH:8]=[C:7]2[C:3]=1[CH:4]=[C:5](Cl)[NH:6]2.[CH3:12][C:13]1[S:14][CH:15]=[C:16]([C:18]([NH:20][C:21]2[C:22]3[C:26]([CH:27]=[C:28](B4OC(C)(C)CC(C)(C)O4)[CH:29]=2)=[N:25][N:24](C2CCCCO2)[CH:23]=3)=[O:19])[N:17]=1.C(=O)([O-])[O-:47].[Na+].[Na+].O1CCOCC1. (5) The reactants are: [H-].[Na+].[O:3]1[CH2:6][CH:5]([OH:7])[CH2:4]1.Cl[C:9]1[N:14]=[C:13]([C:15]2[CH:20]=[CH:19][CH:18]=[C:17]([I:21])[CH:16]=2)[N:12]=[C:11]([C:22]([O:24]CC)=[O:23])[CH:10]=1. Given the product [I:21][C:17]1[CH:16]=[C:15]([C:13]2[N:12]=[C:11]([C:22]([OH:24])=[O:23])[CH:10]=[C:9]([O:7][CH:5]3[CH2:6][O:3][CH2:4]3)[N:14]=2)[CH:20]=[CH:19][CH:18]=1, predict the reactants needed to synthesize it. (6) The reactants are: [F:1][C:2]1[CH:11]=[C:10]([F:12])[CH:9]=[C:8]2[C:3]=1[CH:4]=[CH:5][C:6](=[O:13])[NH:7]2.[H-].[Na+].[CH2:16](I)[CH:17]=[CH2:18].O. Given the product [F:1][C:2]1[CH:11]=[C:10]([F:12])[CH:9]=[C:8]2[C:3]=1[CH:4]=[CH:5][C:6](=[O:13])[N:7]2[CH2:18][CH:17]=[CH2:16], predict the reactants needed to synthesize it.